The task is: Predict the reactants needed to synthesize the given product.. This data is from Full USPTO retrosynthesis dataset with 1.9M reactions from patents (1976-2016). (1) Given the product [NH2:18][C:15]1[CH:16]=[C:17]2[C:12]([CH2:11][CH2:10][CH2:9][N:8]2[C:6]([O:5][C:1]([CH3:4])([CH3:3])[CH3:2])=[O:7])=[CH:13][CH:14]=1, predict the reactants needed to synthesize it. The reactants are: [C:1]([O:5][C:6]([N:8]1[C:17]2[C:12](=[CH:13][CH:14]=[C:15]([N+:18]([O-])=O)[CH:16]=2)[CH2:11][CH2:10][CH2:9]1)=[O:7])([CH3:4])([CH3:3])[CH3:2]. (2) Given the product [C:1]([N:4]1[CH2:8][C@H:7]([OH:9])[CH2:6][C@H:5]1[C:10]([N:65]1[CH2:66][C@@H:67]([C:68]2[CH:73]=[CH:72][CH:71]=[CH:70][CH:69]=2)[C@H:63]([N:62]([CH3:74])[C:60](=[O:61])[C:59]([C:51]2[CH:50]=[C:49]([C:48]([F:78])([F:47])[F:77])[CH:54]=[C:53]([C:55]([F:56])([F:57])[F:58])[CH:52]=2)([CH3:76])[CH3:75])[CH2:64]1)=[O:12])(=[O:3])[CH3:2], predict the reactants needed to synthesize it. The reactants are: [C:1]([N:4]1[CH2:8][C@H:7]([OH:9])[CH2:6][C@H:5]1[C:10]([OH:12])=O)(=[O:3])[CH3:2].CCN(CC)CC.F[P-](F)(F)(F)(F)F.N1(O[P+](N(C)C)(N(C)C)N(C)C)C2C=CC=CC=2N=N1.[F:47][C:48]([F:78])([F:77])[C:49]1[CH:50]=[C:51]([C:59]([CH3:76])([CH3:75])[C:60]([N:62]([CH3:74])[C@H:63]2[C@H:67]([C:68]3[CH:73]=[CH:72][CH:71]=[CH:70][CH:69]=3)[CH2:66][NH:65][CH2:64]2)=[O:61])[CH:52]=[C:53]([C:55]([F:58])([F:57])[F:56])[CH:54]=1. (3) Given the product [F:11][C:3]1[C:2]([C:12]#[N:13])=[CH:10][C:6]2[NH:7][CH:8]=[N:9][C:5]=2[CH:4]=1, predict the reactants needed to synthesize it. The reactants are: Br[C:2]1[C:3]([F:11])=[CH:4][C:5]2[N:9]=[CH:8][NH:7][C:6]=2[CH:10]=1.[CH3:12][N:13]1C(=O)CCC1.